From a dataset of Reaction yield outcomes from USPTO patents with 853,638 reactions. Predict the reaction yield, written as a fraction of the theoretical maximum amount of product (1.0 means a 100% yield; for example, 0.34 means a 34% yield). The reactants are [Cl:1][C:2]1[N:7]=[C:6]([NH:8][C@H:9]([CH3:12])[CH2:10][OH:11])[CH:5]=[C:4]([Cl:13])[N:3]=1.[CH3:14][S:15](Cl)(=[O:17])=[O:16]. The catalyst is O1CCCC1. The product is [CH3:14][S:15]([O:11][CH2:10][C@H:9]([NH:8][C:6]1[CH:5]=[C:4]([Cl:13])[N:3]=[C:2]([Cl:1])[N:7]=1)[CH3:12])(=[O:17])=[O:16]. The yield is 0.648.